From a dataset of Catalyst prediction with 721,799 reactions and 888 catalyst types from USPTO. Predict which catalyst facilitates the given reaction. (1) Reactant: [Br:1][C:2]1[CH:7]=[CH:6][CH:5]=[C:4]([CH2:8][CH3:9])[N:3]=1.C(OO)(=[O:12])C.[OH-].[K+]. Product: [Br:1][C:2]1[CH:7]=[CH:6][CH:5]=[C:4]([CH2:8][CH3:9])[N+:3]=1[O-:12]. The catalyst class is: 15. (2) Reactant: [CH:1]1[C:14]2[C:13](=[O:15])[C:12]3[C:7](=[CH:8][CH:9]=[CH:10][CH:11]=3)[NH:6][C:5]=2[CH:4]=[CH:3][CH:2]=1.[OH-].[Na+].Cl[CH2:19][CH:20]=[CH:21][C:22]1[CH:27]=[CH:26][CH:25]=[CH:24][CH:23]=1.O. Product: [CH:20]([CH2:19][N:6]1[C:5]2[C:14](=[CH:1][CH:2]=[CH:3][CH:4]=2)[C:13](=[O:15])[C:12]2[CH:11]=[CH:10][CH:9]=[CH:8][C:7]1=2)=[CH:21][C:22]1[CH:27]=[CH:26][CH:25]=[CH:24][CH:23]=1. The catalyst class is: 376.